Dataset: Catalyst prediction with 721,799 reactions and 888 catalyst types from USPTO. Task: Predict which catalyst facilitates the given reaction. (1) Reactant: Cl.Cl.[F:3][C:4]([F:24])([F:23])[C:5]([C:11]1[CH:16]=[CH:15][C:14]([N:17]2[CH2:22][CH2:21][NH:20][CH2:19][CH2:18]2)=[CH:13][CH:12]=1)([OH:10])[C:6]([F:9])([F:8])[F:7].C(N(CC)CC)C.[CH3:32][O:33][C:34]1[CH:35]=[C:36]([S:40](Cl)(=[O:42])=[O:41])[CH:37]=[CH:38][CH:39]=1. The catalyst class is: 2. Product: [F:24][C:4]([F:3])([F:23])[C:5]([C:11]1[CH:12]=[CH:13][C:14]([N:17]2[CH2:22][CH2:21][N:20]([S:40]([C:36]3[CH:37]=[CH:38][CH:39]=[C:34]([O:33][CH3:32])[CH:35]=3)(=[O:42])=[O:41])[CH2:19][CH2:18]2)=[CH:15][CH:16]=1)([OH:10])[C:6]([F:9])([F:8])[F:7]. (2) Reactant: [Cl:1][C:2]1[C:7]([N+:8]([O-])=O)=[C:6]([Cl:11])[CH:5]=[CH:4][N:3]=1.C([O-])(O)=O.[Na+]. Product: [CH:5]1[C:6]([Cl:11])=[C:7]([NH2:8])[C:2]([Cl:1])=[N:3][CH:4]=1. The catalyst class is: 409. (3) Reactant: [N-:1]=[N+:2]=[N-:3].[Na+].[C:5]([C:7]1[CH:14]=[CH:13][C:10]([CH2:11]Br)=[CH:9][CH:8]=1)#[N:6]. Product: [N:1]([CH2:11][C:10]1[CH:13]=[CH:14][C:7]([C:5]#[N:6])=[CH:8][CH:9]=1)=[N+:2]=[N-:3]. The catalyst class is: 18. (4) Reactant: Cl.[CH3:2][O:3][C:4](=[O:30])[C@@H:5]([NH:8][C:9]([C:11]1[C:12]([CH3:29])=[N:13][C:14]([NH:18][CH2:19][CH2:20][CH2:21][C:22]2[CH:27]=[CH:26][CH:25]=[C:24]([OH:28])[CH:23]=2)=[N:15][C:16]=1[CH3:17])=[O:10])[CH2:6][NH2:7].Cl[C:32]([O:34][CH3:35])=[O:33].C(N(CC)CC)C.CN(C=O)C. Product: [CH3:2][O:3][C:4](=[O:30])[C@@H:5]([NH:8][C:9]([C:11]1[C:12]([CH3:29])=[N:13][C:14]([NH:18][CH2:19][CH2:20][CH2:21][C:22]2[CH:27]=[CH:26][CH:25]=[C:24]([OH:28])[CH:23]=2)=[N:15][C:16]=1[CH3:17])=[O:10])[CH2:6][NH:7][C:32]([O:34][CH3:35])=[O:33]. The catalyst class is: 170. (5) Reactant: [C:1]([C:5]1[CH:21]=[CH:20][C:8]([CH2:9][O:10][C:11]2[CH:16]=[CH:15][C:14]([F:17])=[CH:13][C:12]=2[CH2:18]O)=[CH:7][CH:6]=1)([CH3:4])([CH3:3])[CH3:2].[BrH:22].[C:23]1([P:29]([C:36]2[CH:41]=[CH:40][CH:39]=[CH:38][CH:37]=2)[C:30]2[CH:35]=[CH:34][CH:33]=[CH:32][CH:31]=2)[CH:28]=[CH:27][CH:26]=[CH:25][CH:24]=1. Product: [Br-:22].[C:1]([C:5]1[CH:21]=[CH:20][C:8]([CH2:9][O:10][C:11]2[CH:16]=[CH:15][C:14]([F:17])=[CH:13][C:12]=2[CH2:18][P+:29]([C:30]2[CH:31]=[CH:32][CH:33]=[CH:34][CH:35]=2)([C:36]2[CH:41]=[CH:40][CH:39]=[CH:38][CH:37]=2)[C:23]2[CH:24]=[CH:25][CH:26]=[CH:27][CH:28]=2)=[CH:7][CH:6]=1)([CH3:4])([CH3:3])[CH3:2]. The catalyst class is: 10. (6) Reactant: [NH2:1][C:2]1[CH:3]=[C:4]([C@H:21]2[CH2:23][C@H:22]2[C:24]([O:26][CH2:27][CH3:28])=[O:25])[CH:5]=[CH:6][C:7]=1[N:8]([CH:15]1[CH2:20][CH2:19][CH2:18][CH2:17][CH2:16]1)[CH2:9][CH2:10][C:11]([F:14])([F:13])[F:12].[C:29](Cl)(=O)[O:30]C1C=CC([N+]([O-])=O)=CC=1.[CH3:42][C:43]1[O:47][N:46]=[C:45]([NH2:48])[CH:44]=1.C(N(CC)CC)C. Product: [CH:15]1([N:8]([CH2:9][CH2:10][C:11]([F:12])([F:13])[F:14])[C:7]2[CH:6]=[CH:5][C:4]([C@H:21]3[CH2:23][C@H:22]3[C:24]([O:26][CH2:27][CH3:28])=[O:25])=[CH:3][C:2]=2[NH:1][C:29]([NH:48][C:45]2[CH:44]=[C:43]([CH3:42])[O:47][N:46]=2)=[O:30])[CH2:20][CH2:19][CH2:18][CH2:17][CH2:16]1. The catalyst class is: 1. (7) Reactant: [C:1]([O:5][C:6](=[O:28])[NH:7][C:8]1[C@:9]([CH3:27])([C:23]([F:26])([F:25])[F:24])[O:10][CH2:11][C@:12]([C:15]2[C:20]([F:21])=[CH:19][CH:18]=[C:17]([NH2:22])[N:16]=2)([CH3:14])[N:13]=1)([CH3:4])([CH3:3])[CH3:2].ClC1C(C(O)=O)=NC=C(C#N)C=1.C1C=NC2N(O)N=NC=2C=1.CCN=C=NCCCN(C)C.Cl. Product: [C:1]([O:5][C:6](=[O:28])[NH:7][C:8]1[C@:9]([CH3:27])([C:23]([F:26])([F:24])[F:25])[O:10][CH2:11][C@@:12]([C:15]2[C:20]([F:21])=[CH:19][CH:18]=[C:17]([NH2:22])[N:16]=2)([CH3:14])[N:13]=1)([CH3:2])([CH3:3])[CH3:4]. The catalyst class is: 575. (8) Product: [C:37]([C:31]1[CH:32]=[CH:33][C:34]([O:35][CH3:36])=[C:28]([CH3:27])[C:29]=1[NH:30][C:15]([C:12]1[S:13][CH:14]=[C:10]([CH:7]([CH3:8])[CH3:9])[N:11]=1)=[O:17])(=[O:39])[CH3:38]. Reactant: C(Cl)(=O)C(Cl)=O.[CH:7]([C:10]1[N:11]=[C:12]([C:15]([OH:17])=O)[S:13][CH:14]=1)([CH3:9])[CH3:8].C(N(C(C)C)CC)(C)C.[CH3:27][C:28]1[C:34]([O:35][CH3:36])=[CH:33][CH:32]=[C:31]([C:37](=[O:39])[CH3:38])[C:29]=1[NH2:30]. The catalyst class is: 11. (9) Reactant: Cl.[NH2:2][OH:3].C([O-])(=O)C.[Na+].CO.[F:11][C:12]1[CH:17]=[CH:16][C:15]([C:18](=O)[CH2:19][CH3:20])=[CH:14][CH:13]=1. Product: [F:11][C:12]1[CH:17]=[CH:16][C:15]([C:18](=[N:2][OH:3])[CH2:19][CH3:20])=[CH:14][CH:13]=1. The catalyst class is: 6.